Dataset: Full USPTO retrosynthesis dataset with 1.9M reactions from patents (1976-2016). Task: Predict the reactants needed to synthesize the given product. (1) Given the product [C:1]([C:3]1[CH:4]=[C:5]([CH:8]=[CH:9][CH:10]=1)[CH2:6][N:15]1[CH2:16][CH2:17][N:12]([CH3:11])[CH2:13][CH2:14]1)#[CH:2], predict the reactants needed to synthesize it. The reactants are: [C:1]([C:3]1[CH:4]=[C:5]([CH:8]=[CH:9][CH:10]=1)[CH:6]=O)#[CH:2].[CH3:11][N:12]1[CH2:17][CH2:16][NH:15][CH2:14][CH2:13]1.C(O)(C(F)(F)F)=O.C(O[BH-](OC(=O)C)OC(=O)C)(=O)C.[Na+].[NH4+].[OH-]. (2) The reactants are: [CH3:1][NH2:2].[Cl:3][C:4]1[CH:5]=[C:6]([CH:14]=O)[C:7]2[C:12]([CH:13]=1)=[CH:11][CH:10]=[CH:9][CH:8]=2.[BH4-].[K+]. Given the product [Cl:3][C:4]1[CH:5]=[C:6]([CH2:14][NH:2][CH3:1])[C:7]2[C:12]([CH:13]=1)=[CH:11][CH:10]=[CH:9][CH:8]=2, predict the reactants needed to synthesize it. (3) Given the product [CH2:15]([NH:23][C:24]1[CH:29]=[CH:28][CH:27]=[CH:26][CH:25]=1)[C:16]1[CH:21]=[CH:20][CH:19]=[CH:18][CH:17]=1, predict the reactants needed to synthesize it. The reactants are: C(O[BH-](OC(=O)C)OC(=O)C)(=O)C.[Na+].[CH:15](=O)[C:16]1[CH:21]=[CH:20][CH:19]=[CH:18][CH:17]=1.[NH2:23][C:24]1[CH:29]=[CH:28][CH:27]=[CH:26][CH:25]=1. (4) Given the product [CH3:45][C:42]1([CH3:46])[CH2:41][CH2:40][N:39]([C:37](=[O:38])[CH2:36][N:23]2[CH2:22][CH2:21][CH:20]([N:16]3[C:15]4[CH:26]=[CH:27][C:12]([S:9]([CH3:8])(=[O:10])=[O:11])=[CH:13][C:14]=4[NH:18][C:17]3=[O:19])[CH2:25][CH2:24]2)[CH2:44][CH2:43]1, predict the reactants needed to synthesize it. The reactants are: FC(F)(F)C(O)=O.[CH3:8][S:9]([C:12]1[CH:27]=[CH:26][C:15]2[N:16]([CH:20]3[CH2:25][CH2:24][NH:23][CH2:22][CH2:21]3)[C:17](=[O:19])[NH:18][C:14]=2[CH:13]=1)(=[O:11])=[O:10].C(N(CC)CC)C.Cl[CH2:36][C:37]([N:39]1[CH2:44][CH2:43][C:42]([CH3:46])([CH3:45])[CH2:41][CH2:40]1)=[O:38]. (5) Given the product [NH2:16][C:14]1[S:15][C:11]2[CH:10]=[C:9]([C:4]3[CH:3]=[C:2]([NH:1][S:33]([C:24]4[CH:25]=[CH:26][C:27]([C:29]([F:30])([F:31])[F:32])=[CH:28][C:23]=4[Cl:22])(=[O:35])=[O:34])[C:7]([Cl:8])=[N:6][CH:5]=3)[CH:21]=[CH:20][C:12]=2[N:13]=1, predict the reactants needed to synthesize it. The reactants are: [NH2:1][C:2]1[CH:3]=[C:4]([C:9]2[CH:21]=[CH:20][C:12]3[N:13]=[C:14]([NH:16]C(=O)C)[S:15][C:11]=3[CH:10]=2)[CH:5]=[N:6][C:7]=1[Cl:8].[Cl:22][C:23]1[CH:28]=[C:27]([C:29]([F:32])([F:31])[F:30])[CH:26]=[CH:25][C:24]=1[S:33](Cl)(=[O:35])=[O:34].